From a dataset of Peptide-MHC class I binding affinity with 185,985 pairs from IEDB/IMGT. Regression. Given a peptide amino acid sequence and an MHC pseudo amino acid sequence, predict their binding affinity value. This is MHC class I binding data. (1) The peptide sequence is IYVLVMLVL. The MHC is HLA-A11:01 with pseudo-sequence HLA-A11:01. The binding affinity (normalized) is 0. (2) The peptide sequence is FRKAQIQGL. The MHC is HLA-A30:02 with pseudo-sequence HLA-A30:02. The binding affinity (normalized) is 0. (3) The peptide sequence is KLQLKGMSY. The MHC is HLA-B15:01 with pseudo-sequence HLA-B15:01. The binding affinity (normalized) is 0.625. (4) The peptide sequence is LVLQAGFFLL. The MHC is HLA-A02:03 with pseudo-sequence HLA-A02:03. The binding affinity (normalized) is 0.461. (5) The peptide sequence is AVQTKPGLFK. The MHC is HLA-A11:01 with pseudo-sequence HLA-A11:01. The binding affinity (normalized) is 0.664. (6) The peptide sequence is MAYGFFNNI. The MHC is HLA-E01:01 with pseudo-sequence HLA-E01:03. The binding affinity (normalized) is 0.0847. (7) The peptide sequence is WEGSPGKFW. The MHC is HLA-B44:03 with pseudo-sequence HLA-B44:03. The binding affinity (normalized) is 0.632. (8) The peptide sequence is TIGTTHFQR. The MHC is HLA-A68:01 with pseudo-sequence HLA-A68:01. The binding affinity (normalized) is 0.730.